From a dataset of Full USPTO retrosynthesis dataset with 1.9M reactions from patents (1976-2016). Predict the reactants needed to synthesize the given product. (1) Given the product [NH:1]([C:31]([O:33][CH2:34][C:35]1[CH:40]=[CH:39][CH:38]=[CH:37][CH:36]=1)=[O:32])[C@H:2]([C:6]([NH:8][C@H:9]([C:13]([N:15]([CH3:30])[C@H:16]([C:20]([N:41]1[CH2:51][CH2:50][CH2:49][C@H:42]1[C:43]([N:45]1[CH2:76][CH2:75][CH2:48][C@H:46]1[C:47]([NH:65][CH:63]([CH3:64])[CH3:62])=[O:56])=[O:44])=[O:21])[CH:17]([CH3:19])[CH3:18])=[O:14])[CH:10]([CH3:11])[CH3:12])=[O:7])[CH:3]([CH3:4])[CH3:5], predict the reactants needed to synthesize it. The reactants are: [NH:1]([C:31]([O:33][CH2:34][C:35]1[CH:40]=[CH:39][CH:38]=[CH:37][CH:36]=1)=[O:32])[C@H:2]([C:6]([NH:8][C@H:9]([C:13]([N:15]([CH3:30])[C@H:16]([C:20](N1CCC[C@H]1C(O)=O)=[O:21])[CH:17]([CH3:19])[CH3:18])=[O:14])[CH:10]([CH3:12])[CH3:11])=[O:7])[CH:3]([CH3:5])[CH3:4].[NH:41]1[CH2:51][CH2:50][CH2:49][C@H:42]1[C:43]([NH:45][CH:46]([CH3:48])[CH3:47])=[O:44].CN1CC[O:56]CC1.C1C=C[C:62]2N(O)N=[N:65][C:63]=2[CH:64]=1.CCN=C=NC[CH2:75][CH2:76]N(C)C. (2) The reactants are: [OH-:1].[K+].[CH:3]([O:6][C:7]1[CH:15]=[C:14]([O:16][CH:17]([CH3:19])[CH3:18])[CH:13]=[C:12]2[C:8]=1[C:9](=[O:21])C(=O)[NH:11]2)([CH3:5])[CH3:4].OO.Cl. Given the product [NH2:11][C:12]1[CH:13]=[C:14]([O:16][CH:17]([CH3:18])[CH3:19])[CH:15]=[C:7]([O:6][CH:3]([CH3:4])[CH3:5])[C:8]=1[C:9]([OH:21])=[O:1], predict the reactants needed to synthesize it. (3) Given the product [Cl:1][C:2]1[CH:26]=[CH:25][C:24]([Cl:27])=[CH:23][C:3]=1[O:4][C:5]1[C:10]([C:11]([N:13]2[C:22]3[C:17](=[CH:18][CH:19]=[CH:20][CH:21]=3)[C:16](=[O:29])[CH2:15][CH2:14]2)=[O:12])=[CH:9][CH:8]=[CH:7][N:6]=1, predict the reactants needed to synthesize it. The reactants are: [Cl:1][C:2]1[CH:26]=[CH:25][C:24]([Cl:27])=[CH:23][C:3]=1[O:4][C:5]1[C:10]([C:11]([N:13]2[C:22]3[C:17](=[CH:18][CH:19]=[CH:20][CH:21]=3)[CH2:16][CH2:15][CH2:14]2)=[O:12])=[CH:9][CH:8]=[CH:7][N:6]=1.C(=O)([O-])[OH:29].[Na+].C(OO)(C)(C)C. (4) Given the product [Cl:19][C:20]1[CH:25]=[CH:24][C:23]([C:2]2[C:10]3[N:9]4[CH2:11][CH2:12][NH:13][C:14](=[O:15])[C:8]4=[C:7]([CH3:16])[C:6]=3[CH:5]=[C:4]([C:17]#[N:18])[CH:3]=2)=[C:22]([F:29])[CH:21]=1, predict the reactants needed to synthesize it. The reactants are: Br[C:2]1[C:10]2[N:9]3[CH2:11][CH2:12][NH:13][C:14](=[O:15])[C:8]3=[C:7]([CH3:16])[C:6]=2[CH:5]=[C:4]([C:17]#[N:18])[CH:3]=1.[Cl:19][C:20]1[CH:25]=[CH:24][C:23](B(O)O)=[C:22]([F:29])[CH:21]=1. (5) Given the product [Cl:1][CH2:2][CH2:3][CH2:4][S:5]([O:8][CH2:9][C:10]([CH3:24])([CH3:23])[C@@H:11]([O:15][Si:16]([CH3:22])([CH3:21])[C:17]([CH3:19])([CH3:18])[CH3:20])[C:12]([O:14][CH2:35][CH2:34][O:33][C:25](=[O:32])[C:26]1[CH:31]=[CH:30][CH:29]=[CH:28][CH:27]=1)=[O:13])(=[O:7])=[O:6], predict the reactants needed to synthesize it. The reactants are: [Cl:1][CH2:2][CH2:3][CH2:4][S:5]([O:8][CH2:9][C:10]([CH3:24])([CH3:23])[C@@H:11]([O:15][Si:16]([CH3:22])([CH3:21])[C:17]([CH3:20])([CH3:19])[CH3:18])[C:12]([OH:14])=[O:13])(=[O:7])=[O:6].[C:25]([O:33][CH:34](Cl)[CH3:35])(=[O:32])[C:26]1[CH:31]=[CH:30][CH:29]=[CH:28][CH:27]=1. (6) Given the product [C:1]1([C:15]2[CH:16]=[CH:17][CH:18]=[CH:19][CH:20]=2)[CH:6]=[CH:5][C:4]([O:7][C@H:8]2[CH2:13][CH2:12][CH2:11][C@H:10]([O:14][C:24](=[O:25])[C@@:23]([O:22][CH3:21])([C:31]3[CH:32]=[CH:33][CH:34]=[CH:35][CH:36]=3)[C:27]([F:29])([F:30])[F:28])[CH2:9]2)=[CH:3][CH:2]=1, predict the reactants needed to synthesize it. The reactants are: [C:1]1([C:15]2[CH:20]=[CH:19][CH:18]=[CH:17][CH:16]=2)[CH:6]=[CH:5][C:4]([O:7][C@@H:8]2[CH2:13][CH2:12][CH2:11][C@@H:10]([OH:14])[CH2:9]2)=[CH:3][CH:2]=1.[CH3:21][O:22][C@:23]([C:31]1[CH:36]=[CH:35][CH:34]=[CH:33][CH:32]=1)([C:27]([F:30])([F:29])[F:28])[C:24](O)=[O:25].CCN=C=NCCCN(C)C.Cl. (7) Given the product [CH3:13][C:14]1[CH:15]=[C:16]([CH:19]=[CH:20][CH:21]=1)[CH2:17][NH:12][C:9]1[S:10][CH:11]=[C:7]([C:4]2[CH:3]=[CH:2][N:1]=[CH:6][CH:5]=2)[N:8]=1, predict the reactants needed to synthesize it. The reactants are: [N:1]1[CH:6]=[CH:5][C:4]([C:7]2[N:8]=[C:9]([NH2:12])[S:10][CH:11]=2)=[CH:3][CH:2]=1.[CH3:13][C:14]1[CH:15]=[C:16]([CH:19]=[CH:20][CH:21]=1)[CH:17]=O.[BH4-].[Na+]. (8) The reactants are: [F:1][C:2]([F:36])([F:35])[C:3]1[CH:4]=[C:5]([C:13]([CH3:34])([CH3:33])[C:14]([N:16]([C:18]2[CH:19]=[N:20][C:21](Cl)=[CH:22][C:23]=2[C:24]2[CH:29]=[CH:28][C:27]([F:30])=[CH:26][C:25]=2[CH3:31])[CH3:17])=[O:15])[CH:6]=[C:7]([C:9]([F:12])([F:11])[F:10])[CH:8]=1.Cl.[CH:38]12[O:45][CH:42]([CH2:43][CH2:44]1)[CH2:41][NH:40][CH2:39]2.C(=O)([O-])[O-].[K+].[K+]. Given the product [F:1][C:2]([F:36])([F:35])[C:3]1[CH:4]=[C:5]([C:13]([CH3:34])([CH3:33])[C:14]([N:16]([C:18]2[CH:19]=[N:20][C:21]([N:40]3[CH2:39][C@@H:38]4[O:45][C@@H:42]([CH2:43][CH2:44]4)[CH2:41]3)=[CH:22][C:23]=2[C:24]2[CH:29]=[CH:28][C:27]([F:30])=[CH:26][C:25]=2[CH3:31])[CH3:17])=[O:15])[CH:6]=[C:7]([C:9]([F:12])([F:11])[F:10])[CH:8]=1, predict the reactants needed to synthesize it. (9) Given the product [Cl:32][C:12]1[CH:11]=[CH:10][C:9]2[C:8]([NH2:7])=[CH:17][CH:16]=[CH:15][C:14]=2[N:13]=1, predict the reactants needed to synthesize it. The reactants are: C(OC(=O)[NH:7][C:8]1[CH:17]=[CH:16][CH:15]=[C:14]2[C:9]=1[CH:10]=[CH:11][CH:12]=[N+:13]2[O-])(C)(C)C.C(OCC)(=O)C.O.C(=O)([O-])O.[Na+].[Cl-:32].[P+]=O.